From a dataset of Reaction yield outcomes from USPTO patents with 853,638 reactions. Predict the reaction yield, written as a fraction of the theoretical maximum amount of product (1.0 means a 100% yield; for example, 0.34 means a 34% yield). (1) The reactants are [NH2:1][CH2:2][CH:3]1[C:7]2[CH:8]=[C:9]([C:12]3[C:20]4[C:15](=[CH:16][C:17]([F:21])=[CH:18][CH:19]=4)[NH:14][CH:13]=3)[CH:10]=[CH:11][C:6]=2[S:5](=[O:23])(=[O:22])[N:4]1C(C)(C)C.CO. The catalyst is Cl. The product is [NH2:1][CH2:2][CH:3]1[C:7]2[CH:8]=[C:9]([C:12]3[C:20]4[C:15](=[CH:16][C:17]([F:21])=[CH:18][CH:19]=4)[NH:14][CH:13]=3)[CH:10]=[CH:11][C:6]=2[S:5](=[O:23])(=[O:22])[NH:4]1. The yield is 0.840. (2) The reactants are [CH3:1][N:2]([CH3:20])[C:3]([C:5]1[N:14]([CH:15]2[CH2:19][CH2:18][CH2:17][CH2:16]2)[C:8]2[N:9]=[C:10](Cl)[N:11]=[CH:12][C:7]=2[CH:6]=1)=[O:4].C(OC([N:28]1[CH2:33][CH2:32][N:31]([C:34]2[CH:39]=[N:38][C:37]([NH2:40])=[CH:36][N:35]=2)[CH2:30][CH2:29]1)=O)(C)(C)C. No catalyst specified. The product is [CH3:1][N:2]([CH3:20])[C:3]([C:5]1[N:14]([CH:15]2[CH2:19][CH2:18][CH2:17][CH2:16]2)[C:8]2[N:9]=[C:10]([NH:40][C:37]3[N:38]=[CH:39][C:34]([N:31]4[CH2:30][CH2:29][NH:28][CH2:33][CH2:32]4)=[N:35][CH:36]=3)[N:11]=[CH:12][C:7]=2[CH:6]=1)=[O:4]. The yield is 0.450. (3) The reactants are [I:1][C:2]1[CH:11]=[N:10][C:5]2[NH:6][CH2:7][CH2:8][NH:9][C:4]=2[CH:3]=1.[F:12][C:13]1[CH:18]=[CH:17][C:16]([F:19])=[CH:15][C:14]=1[CH2:20][C:21](Cl)=[O:22]. No catalyst specified. The product is [F:12][C:13]1[CH:18]=[CH:17][C:16]([F:19])=[CH:15][C:14]=1[CH2:20][C:21]([N:9]1[CH2:8][CH2:7][NH:6][C:5]2[N:10]=[CH:11][C:2]([I:1])=[CH:3][C:4]1=2)=[O:22]. The yield is 0.140. (4) The reactants are [C:1](OC(=O)C)(=[O:3])[CH3:2].[CH3:8][C:9]1[CH:13]=[C:12]([CH3:14])[N:11]([CH:15]([C:17]2[C:18]3[CH2:41][NH:40][CH2:39][CH2:38][C:19]=3[N:20]=[C:21]([NH:23][C:24]3[CH:29]=[CH:28][C:27]([N:30]4[CH:34]=[C:33]([CH3:35])[N:32]=[CH:31]4)=[C:26]([O:36][CH3:37])[CH:25]=3)[N:22]=2)[CH3:16])[N:10]=1. The catalyst is C(Cl)Cl. The product is [CH3:8][C:9]1[CH:13]=[C:12]([CH3:14])[N:11]([CH:15]([C:17]2[C:18]3[CH2:41][N:40]([C:1](=[O:3])[CH3:2])[CH2:39][CH2:38][C:19]=3[N:20]=[C:21]([NH:23][C:24]3[CH:29]=[CH:28][C:27]([N:30]4[CH:34]=[C:33]([CH3:35])[N:32]=[CH:31]4)=[C:26]([O:36][CH3:37])[CH:25]=3)[N:22]=2)[CH3:16])[N:10]=1. The yield is 0.160. (5) The reactants are [O:1]=[C:2]1[NH:6][C:5]2[CH:7]=[CH:8][C:9]([CH:11]=[O:12])=[CH:10][C:4]=2[O:3]1.[Br:13][CH2:14][CH2:15][CH2:16]O.C1(P(C2C=CC=CC=2)C2C=CC=CC=2)C=CC=CC=1.C1(C)C=CC=CC=1.CCOC(/N=N/C(OCC)=O)=O. The catalyst is C1COCC1. The product is [Br:13][CH2:14][CH2:15][CH2:16][N:6]1[C:5]2[CH:7]=[CH:8][C:9]([CH:11]=[O:12])=[CH:10][C:4]=2[O:3][C:2]1=[O:1]. The yield is 0.580. (6) The reactants are [CH3:1][C:2]1[N:6]([CH2:7][C:8]2[C:17]3[C:12](=[CH:13][CH:14]=[CH:15][CH:16]=3)[CH:11]=[CH:10][CH:9]=2)[C:5]2[CH:18]=[C:19]([N:24]3[CH2:29][CH2:28][O:27][CH2:26][CH2:25]3)[CH:20]=[C:21]([C:22]#[N:23])[C:4]=2[N:3]=1.[C:30]([NH:33][NH2:34])(=O)[CH3:31].C(=O)([O-])[O-].[K+].[K+].C(Cl)Cl. The catalyst is C(O)CCC.O. The product is [CH3:1][C:2]1[N:6]([CH2:7][C:8]2[C:17]3[C:12](=[CH:13][CH:14]=[CH:15][CH:16]=3)[CH:11]=[CH:10][CH:9]=2)[C:5]2[CH:18]=[C:19]([N:24]3[CH2:29][CH2:28][O:27][CH2:26][CH2:25]3)[CH:20]=[C:21]([C:22]3[NH:34][N:33]=[C:30]([CH3:31])[N:23]=3)[C:4]=2[N:3]=1. The yield is 0.250. (7) The reactants are [C:1]([C:5]1[N:9]([CH2:10][O:11][CH2:12][CH2:13][Si:14]([CH3:17])([CH3:16])[CH3:15])[CH:8]=[N:7][CH:6]=1)([CH3:4])([CH3:3])[CH3:2].[Li]CCCC.CN([CH:26]=[O:27])C. No catalyst specified. The product is [C:1]([C:5]1[N:9]([CH2:10][O:11][CH2:12][CH2:13][Si:14]([CH3:17])([CH3:16])[CH3:15])[C:8]([CH:26]=[O:27])=[N:7][CH:6]=1)([CH3:4])([CH3:2])[CH3:3]. The yield is 0.990.